From a dataset of Catalyst prediction with 721,799 reactions and 888 catalyst types from USPTO. Predict which catalyst facilitates the given reaction. Product: [CH3:14][C:13]1([CH3:15])[CH:7]2[CH:1]3[O:4][C:9]3([CH3:8])[CH2:10][CH2:11][CH:12]12. Reactant: [C:1]([O-:4])(O)=O.[Na+].O.[CH:7]12[C:13]([CH3:15])([CH3:14])[CH:12]1[CH2:11][CH2:10][C:9](C)=[CH:8]2.ClC1C=CC=C(C(OO)=O)C=1. The catalyst class is: 2.